Dataset: Forward reaction prediction with 1.9M reactions from USPTO patents (1976-2016). Task: Predict the product of the given reaction. (1) Given the reactants [Cl:1][C:2]1[CH:7]=[C:6]([N+]([O-])=O)[CH:5]=[CH:4][N:3]=1.[F:11][C:12]([F:16])([F:15])[CH2:13][OH:14].CC(C)([O-])C.[K+], predict the reaction product. The product is: [Cl:1][C:2]1[CH:7]=[C:6]([O:14][CH2:13][C:12]([F:16])([F:15])[F:11])[CH:5]=[CH:4][N:3]=1. (2) The product is: [F:24][C:3]([F:2])([F:23])[C:4]1[CH:22]=[CH:21][CH:20]=[CH:19][C:5]=1[CH:6]([O:14][CH:15]1[CH2:18][N:17]([C:36]([NH:35][C:33]2[CH:32]=[CH:31][C:30]3[O:25][CH2:26][CH2:27][O:28][C:29]=3[CH:34]=2)=[O:37])[CH2:16]1)[C:7]1[CH:12]=[CH:11][C:10]([Cl:13])=[CH:9][CH:8]=1. Given the reactants Cl.[F:2][C:3]([F:24])([F:23])[C:4]1[CH:22]=[CH:21][CH:20]=[CH:19][C:5]=1[CH:6]([O:14][CH:15]1[CH2:18][NH:17][CH2:16]1)[C:7]1[CH:12]=[CH:11][C:10]([Cl:13])=[CH:9][CH:8]=1.[O:25]1[C:30]2[CH:31]=[CH:32][C:33]([N:35]=[C:36]=[O:37])=[CH:34][C:29]=2[O:28][CH2:27][CH2:26]1.FC(F)(F)C1C=CC=CC=1C(OC1CN(C(NC2C=CC(Cl)=C([N+]([O-])=O)C=2)=O)C1)C1C=CC(Cl)=CC=1, predict the reaction product. (3) Given the reactants [Cl:1][C:2]1[C:10]([NH:11][S:12]([C:15]2[S:16][CH:17]=[CH:18][CH:19]=2)(=[O:14])=[O:13])=[C:9]2[C:5]([CH:6]=[C:7]([C:20](=[S:22])[NH2:21])[NH:8]2)=[CH:4][CH:3]=1.Br[CH:24]([CH:27]=O)[CH:25]=[O:26].CN(C)C(=O)C, predict the reaction product. The product is: [Cl:1][C:2]1[C:10]([NH:11][S:12]([C:15]2[S:16][CH:17]=[CH:18][CH:19]=2)(=[O:14])=[O:13])=[C:9]2[C:5]([CH:6]=[C:7]([C:20]3[S:22][C:24]([CH2:25][OH:26])=[CH:27][N:21]=3)[NH:8]2)=[CH:4][CH:3]=1. (4) Given the reactants [F:1][C:2]([F:10])([F:9])[CH:3]([OH:8])[C:4]([F:7])([F:6])[F:5].[H-].[Na+].Cl[C:14]1[C:19]([Cl:20])=[CH:18][C:17]([N+:21]([O-:23])=[O:22])=[CH:16][N:15]=1, predict the reaction product. The product is: [Cl:20][C:19]1[C:14]([O:8][CH:3]([C:4]([F:7])([F:6])[F:5])[C:2]([F:10])([F:9])[F:1])=[N:15][CH:16]=[C:17]([N+:21]([O-:23])=[O:22])[CH:18]=1. (5) Given the reactants [N:1]([C@H:4]1[C:13]2[C:8](=[CH:9][CH:10]=[C:11]([F:14])[CH:12]=2)[CH2:7][CH2:6][CH2:5]1)=[N+]=[N-], predict the reaction product. The product is: [F:14][C:11]1[CH:12]=[C:13]2[C:8]([CH2:7][CH2:6][CH2:5][C@H:4]2[NH2:1])=[CH:9][CH:10]=1. (6) Given the reactants [C:1]12([C:11](=[O:20])[CH2:12][S:13][CH2:14][C:15]3[S:16][CH:17]=[CH:18][CH:19]=3)[CH2:10][CH:5]3[CH2:6][CH:7]([CH2:9][CH:3]([CH2:4]3)[CH2:2]1)[CH2:8]2.C1C=C(Cl)C=C(C(OO)=[O:29])C=1, predict the reaction product. The product is: [C:1]12([C:11](=[O:20])[CH2:12][S:13]([CH2:14][C:15]3[S:16][CH:17]=[CH:18][CH:19]=3)=[O:29])[CH2:10][CH:5]3[CH2:6][CH:7]([CH2:9][CH:3]([CH2:4]3)[CH2:2]1)[CH2:8]2.